From a dataset of Forward reaction prediction with 1.9M reactions from USPTO patents (1976-2016). Predict the product of the given reaction. The product is: [Cl:14][C:9]1[CH:10]=[CH:11][CH:12]=[CH:13][C:8]=1[C:6]1[N:7]=[C:2]([NH:28][C:21]2[C:22]3[C:27](=[CH:26][CH:25]=[CH:24][CH:23]=3)[NH:19][N:20]=2)[C:3]2[CH:18]=[CH:17][N:16]=[CH:15][C:4]=2[N:5]=1. Given the reactants Cl[C:2]1[C:3]2[CH:18]=[CH:17][N:16]=[CH:15][C:4]=2[N:5]=[C:6]([C:8]2[CH:13]=[CH:12][CH:11]=[CH:10][C:9]=2[Cl:14])[N:7]=1.[NH:19]1[C:27]2[C:22](=[CH:23][CH:24]=[CH:25][CH:26]=2)[C:21]([NH2:28])=[N:20]1, predict the reaction product.